From a dataset of Catalyst prediction with 721,799 reactions and 888 catalyst types from USPTO. Predict which catalyst facilitates the given reaction. The catalyst class is: 1. Product: [ClH:31].[Cl:31][CH2:27][C:10]1[C:11]2[C:12](=[C:13]3[C:18](=[C:19]([C:21]4[CH:26]=[CH:25][CH:24]=[CH:23][CH:22]=4)[CH:20]=2)[CH:17]=[N:16][CH:15]=[CH:14]3)[N:8]([C:5]2[CH:6]=[CH:7][C:2]([F:1])=[CH:3][CH:4]=2)[N:9]=1. Reactant: [F:1][C:2]1[CH:7]=[CH:6][C:5]([N:8]2[C:12]3=[C:13]4[C:18](=[C:19]([C:21]5[CH:26]=[CH:25][CH:24]=[CH:23][CH:22]=5)[CH:20]=[C:11]3[C:10]([CH2:27]O)=[N:9]2)[CH:17]=[N:16][CH:15]=[CH:14]4)=[CH:4][CH:3]=1.O=S(Cl)[Cl:31].